From a dataset of Reaction yield outcomes from USPTO patents with 853,638 reactions. Predict the reaction yield, written as a fraction of the theoretical maximum amount of product (1.0 means a 100% yield; for example, 0.34 means a 34% yield). (1) The reactants are [CH3:1][CH2:2][Mg+].[Br-].Br[C:6]1[CH:15]=[C:14]([CH3:16])[CH:13]=[CH:12][C:7]=1[C:8]([O:10][CH3:11])=[O:9]. The catalyst is C1COCC1.[Zn+2].[Br-].[Br-].C1C=CC(P(C2C=CC=CC=2)[C-]2C=CC=C2)=CC=1.C1C=CC(P(C2C=CC=CC=2)[C-]2C=CC=C2)=CC=1.Cl[Pd]Cl.[Fe+2]. The product is [CH2:1]([C:6]1[CH:15]=[C:14]([CH3:16])[CH:13]=[CH:12][C:7]=1[C:8]([O:10][CH3:11])=[O:9])[CH3:2]. The yield is 0.720. (2) The reactants are [Cl:1][C:2]1[CH:3]=[C:4]2[C:8](=[C:9]([NH:11][CH:12]3[CH2:16][CH2:15][CH2:14][CH2:13]3)[CH:10]=1)[NH:7][C:6]([C:17]1[S:18][CH2:19][C@@H:20]([CH2:22][C:23]([OH:25])=O)[N:21]=1)=[CH:5]2.[CH3:26][NH2:27]. No catalyst specified. The product is [Cl:1][C:2]1[CH:3]=[C:4]2[C:8](=[C:9]([NH:11][CH:12]3[CH2:16][CH2:15][CH2:14][CH2:13]3)[CH:10]=1)[NH:7][C:6]([C:17]1[S:18][CH2:19][C@@H:20]([CH2:22][C:23]([NH:27][CH3:26])=[O:25])[N:21]=1)=[CH:5]2. The yield is 0.870.